Dataset: Forward reaction prediction with 1.9M reactions from USPTO patents (1976-2016). Task: Predict the product of the given reaction. (1) Given the reactants [N-:1]=[N+:2]=[N-:3].[Na+].Br[CH2:6][C:7]1[CH:8]=[C:9]([CH:14]=[CH:15][CH:16]=1)[C:10]([O:12][CH3:13])=[O:11], predict the reaction product. The product is: [N:1]([CH2:6][C:7]1[CH:8]=[C:9]([CH:14]=[CH:15][CH:16]=1)[C:10]([O:12][CH3:13])=[O:11])=[N+:2]=[N-:3]. (2) Given the reactants [H-].[Al+3].[Li+].[H-].[H-].[H-].[NH2:7][C:8]1[CH:17]=[CH:16][C:15]([Br:18])=[CH:14][C:9]=1[C:10](OC)=[O:11].O.[OH-].[Na+], predict the reaction product. The product is: [NH2:7][C:8]1[CH:17]=[CH:16][C:15]([Br:18])=[CH:14][C:9]=1[CH2:10][OH:11]. (3) The product is: [Cl:1][C:2]1[N:11]=[C:10]([NH:17][C:18]2[CH:19]=[C:20]3[C:24](=[CH:25][CH:26]=2)[NH:23][N:22]=[CH:21]3)[C:9]2[C:4](=[CH:5][C:6]([O:15][CH3:16])=[C:7]([O:13][CH3:14])[CH:8]=2)[N:3]=1. Given the reactants [Cl:1][C:2]1[N:11]=[C:10](Cl)[C:9]2[C:4](=[CH:5][C:6]([O:15][CH3:16])=[C:7]([O:13][CH3:14])[CH:8]=2)[N:3]=1.[NH2:17][C:18]1[CH:19]=[C:20]2[C:24](=[CH:25][CH:26]=1)[NH:23][N:22]=[CH:21]2.C([O-])(=O)C.[K+], predict the reaction product. (4) Given the reactants [C:1]([C:3]1[CH:8]=[CH:7][C:6]([NH:9][C:10](=[O:18])[CH2:11][CH:12]([CH3:17])[CH2:13][C:14](O)=[O:15])=[CH:5][CH:4]=1)#[N:2].B.C1COCC1.O, predict the reaction product. The product is: [C:1]([C:3]1[CH:4]=[CH:5][C:6]([NH:9][C:10](=[O:18])[CH2:11][CH:12]([CH3:17])[CH2:13][CH2:14][OH:15])=[CH:7][CH:8]=1)#[N:2]. (5) The product is: [F:54][C:55]([F:60])([F:59])[C:56]([OH:58])=[O:57].[CH2:44]([C:46]1[S:50][CH:49]=[C:48]([C:51]([N:29]2[CH2:30][C:31]3([CH2:32][CH2:33][NH:34][CH2:35][CH2:36]3)[O:26][CH2:27][CH2:28]2)=[O:52])[CH:47]=1)[CH3:45]. Given the reactants CN(C(ON1N=NC2C=CC=NC1=2)=[N+](C)C)C.F[P-](F)(F)(F)(F)F.Cl.[O:26]1[C:31]2([CH2:36][CH2:35][N:34](C(OC(C)(C)C)=O)[CH2:33][CH2:32]2)[CH2:30][NH:29][CH2:28][CH2:27]1.[CH2:44]([C:46]1[S:50][CH:49]=[C:48]([C:51](O)=[O:52])[CH:47]=1)[CH3:45].[F:54][C:55]([F:60])([F:59])[C:56]([OH:58])=[O:57], predict the reaction product. (6) Given the reactants N(OC(C)(C)C)=O.[F:8][C:9]1[C:18]([O:19][CH3:20])=[CH:17][C:12]2[N:13]=[C:14](N)[S:15][C:11]=2[CH:10]=1.[ClH:21], predict the reaction product. The product is: [Cl:21][C:14]1[S:15][C:11]2[CH:10]=[C:9]([F:8])[C:18]([O:19][CH3:20])=[CH:17][C:12]=2[N:13]=1.